Predict the reaction yield, written as a fraction of the theoretical maximum amount of product (1.0 means a 100% yield; for example, 0.34 means a 34% yield). From a dataset of Reaction yield outcomes from USPTO patents with 853,638 reactions. (1) The reactants are [Cl:1][C:2]1[CH:3]=[CH:4][C:5]2[N:6]([CH:8]=[C:9]([NH:11][C:12](=[O:19])OCC(Cl)(Cl)Cl)[N:10]=2)[N:7]=1.[C:20]1([C:26]2[N:30]=[C:29]([N:31]3[CH2:36][CH2:35][NH:34][CH2:33][CH2:32]3)[S:28][N:27]=2)[CH:25]=[CH:24][CH:23]=[CH:22][CH:21]=1.C(N(C(C)C)CC)(C)C.O. The catalyst is CS(C)=O. The product is [Cl:1][C:2]1[CH:3]=[CH:4][C:5]2[N:6]([CH:8]=[C:9]([NH:11][C:12]([N:34]3[CH2:35][CH2:36][N:31]([C:29]4[S:28][N:27]=[C:26]([C:20]5[CH:25]=[CH:24][CH:23]=[CH:22][CH:21]=5)[N:30]=4)[CH2:32][CH2:33]3)=[O:19])[N:10]=2)[N:7]=1. The yield is 0.423. (2) The reactants are C([Li])CCC.[F:6][C:7](F)([F:20])[CH2:8][O:9][S:10]([C:13]1[CH:18]=[CH:17][C:16]([CH3:19])=[CH:15][CH:14]=1)(=[O:12])=[O:11].C(O)(=O)C.C(OCC)(=O)C. The catalyst is C1COCC1. The product is [F:20][C:7]([F:6])=[CH:8][O:9][S:10]([C:13]1[CH:18]=[CH:17][C:16]([CH3:19])=[CH:15][CH:14]=1)(=[O:11])=[O:12]. The yield is 0.470. (3) The reactants are [Cl:1][C:2]1[CH:3]=[C:4]([CH:8]=[CH:9][C:10]=1[C:11]([N:13]1[CH2:17][CH:16]=[CH:15][CH2:14]1)=[O:12])[C:5]([OH:7])=O.CN(C(ON1N=N[C:28]2[CH:29]=[CH:30][CH:31]=[CH:32][C:27]1=2)=[N+](C)C)C.[B-](F)(F)(F)F.[CH:40]([N:43](C(C)C)CC)(C)C.[Cl:49][C:50]1[CH:51]=[C:52]2[C:56](=[CH:57][CH:58]=1)[NH:55][C:54](NCC1C=CC=CC=1)=[CH:53]2.ClCl. The catalyst is O1CCCC1.ClCCl.C(O)C. The product is [Cl:1][C:2]1[CH:3]=[C:4]([CH:8]=[CH:9][C:10]=1[C:11]([N:13]1[CH2:17][CH:16]=[CH:15][CH2:14]1)=[O:12])[C:5]([NH:43][CH:40]([C:54]1[NH:55][C:56]2[C:52]([CH:53]=1)=[CH:51][C:50]([Cl:49])=[CH:58][CH:57]=2)[C:27]1[CH:28]=[CH:29][CH:30]=[CH:31][CH:32]=1)=[O:7]. The yield is 0.420.